Dataset: Full USPTO retrosynthesis dataset with 1.9M reactions from patents (1976-2016). Task: Predict the reactants needed to synthesize the given product. Given the product [C:24]([C:23]1[S:17][C:16]([NH:15][C:11]2[CH:10]=[C:9]([S:6]([NH2:5])(=[O:7])=[O:8])[CH:14]=[CH:13][CH:12]=2)=[N:18][CH:19]=1)(=[O:25])[C:26]1[CH:31]=[CH:30][CH:29]=[CH:28][CH:27]=1, predict the reactants needed to synthesize it. The reactants are: CN(C=[N:5][S:6]([C:9]1[CH:14]=[CH:13][CH:12]=[C:11]([NH:15][C:16]([N:18]=[CH:19]N(C)C)=[S:17])[CH:10]=1)(=[O:8])=[O:7])C.[CH2:23](Br)[C:24]([C:26]1[CH:31]=[CH:30][CH:29]=[CH:28][CH:27]=1)=[O:25].Cl.C(N(CC)C(C)C)(C)C.